This data is from Full USPTO retrosynthesis dataset with 1.9M reactions from patents (1976-2016). The task is: Predict the reactants needed to synthesize the given product. (1) Given the product [N+:10]([C:13]1[CH:14]=[CH:15][C:4]([S:5][S:19][C:16]2[CH:17]=[CH:18][C:13]([N+:10]([O-:12])=[O:11])=[CH:14][CH:15]=2)=[CH:3][CH:6]=1)([O-:12])=[O:11].[NH2:2][C@H:3]([C:6]([OH:8])=[O:7])[CH2:4][SH:5], predict the reactants needed to synthesize it. The reactants are: [SiH3][NH+:2]([S-])[C@H:3]([C:6]([OH:8])=[O:7])[CH2:4][SH:5].[N+:10]([C:13]1[CH:18]=[CH:17][C:16]([S:19]Cl)=[CH:15][CH:14]=1)([O-:12])=[O:11]. (2) The reactants are: [F:1][C:2]1[CH:12]=[C:11]([C:13]2[CH:18]=[CH:17][C:16]([O:19][CH2:20][CH:21]3[CH2:26][CH2:25][N:24]([CH2:27][C:28]([F:31])([CH3:30])[CH3:29])[CH2:23][CH2:22]3)=[CH:15][N:14]=2)[CH:10]=[CH:9][C:3]=1[C:4]([O:6]CC)=[O:5].O[Li].O.Cl. Given the product [F:1][C:2]1[CH:12]=[C:11]([C:13]2[CH:18]=[CH:17][C:16]([O:19][CH2:20][CH:21]3[CH2:26][CH2:25][N:24]([CH2:27][C:28]([F:31])([CH3:29])[CH3:30])[CH2:23][CH2:22]3)=[CH:15][N:14]=2)[CH:10]=[CH:9][C:3]=1[C:4]([OH:6])=[O:5], predict the reactants needed to synthesize it. (3) Given the product [CH3:1][O:2][CH2:3][C@H:4]([CH3:31])[O:5][C:6]1[CH:7]=[C:8]([C:23]2[NH:27][C:26](/[C:28](=[N:33]/[OH:34])/[CH3:29])=[CH:25][CH:24]=2)[CH:9]=[C:10]([O:12][C:13]2[CH:18]=[CH:17][C:16]([S:19]([CH3:22])(=[O:21])=[O:20])=[CH:15][CH:14]=2)[CH:11]=1, predict the reactants needed to synthesize it. The reactants are: [CH3:1][O:2][CH2:3][C@H:4]([CH3:31])[O:5][C:6]1[CH:7]=[C:8]([C:23]2[NH:27][C:26]([C:28](=O)[CH3:29])=[CH:25][CH:24]=2)[CH:9]=[C:10]([O:12][C:13]2[CH:18]=[CH:17][C:16]([S:19]([CH3:22])(=[O:21])=[O:20])=[CH:15][CH:14]=2)[CH:11]=1.Cl.[NH2:33][OH:34].C([O-])(=O)C.[Na+].